From a dataset of Reaction yield outcomes from USPTO patents with 853,638 reactions. Predict the reaction yield, written as a fraction of the theoretical maximum amount of product (1.0 means a 100% yield; for example, 0.34 means a 34% yield). (1) The reactants are C[Al](C)C.[CH3:5][C@H:6]1[NH:11][C@@H:10]([CH3:12])[CH2:9][N:8]([C:13]2[S:17][C:16]([C:18]([O:20]CC)=O)=[CH:15][CH:14]=2)[CH2:7]1.Cl.[CH3:24][O:25][C:26]1[CH:27]=[C:28]([CH2:34][O:35][C:36]2[CH:37]=[C:38]([NH2:41])[NH:39][N:40]=2)[CH:29]=[C:30]([O:32][CH3:33])[CH:31]=1.C(C(C(C([O-])=O)O)O)([O-])=O.[Na+].[K+]. The catalyst is C1(C)C=CC=CC=1.O.C(OCC)(=O)C. The product is [CH3:33][O:32][C:30]1[CH:29]=[C:28]([CH2:34][O:35][C:36]2[CH:37]=[C:38]([NH:41][C:18]([C:16]3[S:17][C:13]([N:8]4[CH2:9][C@@H:10]([CH3:12])[NH:11][C@@H:6]([CH3:5])[CH2:7]4)=[CH:14][CH:15]=3)=[O:20])[NH:39][N:40]=2)[CH:27]=[C:26]([O:25][CH3:24])[CH:31]=1. The yield is 0.327. (2) The reactants are [CH3:1][C:2]1[C:7]([S:8][CH3:9])=[N:6][N:5]2[C:10]([C:31]3[CH:36]=[CH:35][CH:34]=[CH:33][CH:32]=3)=[C:11]([C:13]3[CH:18]=[CH:17][C:16]([C:19]4([NH:23]C(=O)OC(C)(C)C)[CH2:22][CH2:21][CH2:20]4)=[CH:15][CH:14]=3)[N:12]=[C:4]2[C:3]=1[CH3:37].CO.Cl.O1CCOCC1. The catalyst is C(Cl)Cl. The product is [CH3:1][C:2]1[C:7]([S:8][CH3:9])=[N:6][N:5]2[C:10]([C:31]3[CH:32]=[CH:33][CH:34]=[CH:35][CH:36]=3)=[C:11]([C:13]3[CH:14]=[CH:15][C:16]([C:19]4([NH2:23])[CH2:22][CH2:21][CH2:20]4)=[CH:17][CH:18]=3)[N:12]=[C:4]2[C:3]=1[CH3:37]. The yield is 0.940. (3) The yield is 0.320. The catalyst is CN(C=O)C. The product is [Br:10][C:7]1[CH:8]=[CH:9][C:4]([NH:3][CH3:11])=[N:5][CH:6]=1. The reactants are [H-].[Na+].[NH2:3][C:4]1[CH:9]=[CH:8][C:7]([Br:10])=[CH:6][N:5]=1.[CH3:11]I. (4) The reactants are [CH3:1][C:2]1[CH:7]=[CH:6][C:5]([S:8]([CH2:11][CH:12]([CH2:15][CH2:16][CH2:17][CH3:18])[CH:13]=[O:14])(=[O:10])=[O:9])=[CH:4][CH:3]=1.O[CH:20]([CH:22]=[CH2:23])[CH3:21].C1(C)C=CC(S(O)(=O)=O)=CC=1. The catalyst is C1(C)C=CC=CC=1. The product is [CH2:15]([C:12]([CH2:11][S:8]([C:5]1[CH:4]=[CH:3][C:2]([CH3:1])=[CH:7][CH:6]=1)(=[O:10])=[O:9])([CH2:21]/[CH:20]=[CH:22]/[CH3:23])[CH:13]=[O:14])[CH2:16][CH2:17][CH3:18]. The yield is 1.00. (5) The reactants are [CH2:1]([O:8][C:9]1[CH:14]=[C:13]([O:15][CH2:16][C:17]2[CH:22]=[CH:21][CH:20]=[CH:19][CH:18]=2)[C:12]([C:23]([CH3:26])([CH3:25])[CH3:24])=[CH:11][C:10]=1[C:27](=[O:29])C)[C:2]1[CH:7]=[CH:6][CH:5]=[CH:4][CH:3]=1.[OH-:30].[Na+].BrBr. The catalyst is O1CCOCC1.O. The product is [CH2:1]([O:8][C:9]1[CH:14]=[C:13]([O:15][CH2:16][C:17]2[CH:22]=[CH:21][CH:20]=[CH:19][CH:18]=2)[C:12]([C:23]([CH3:24])([CH3:26])[CH3:25])=[CH:11][C:10]=1[C:27]([OH:29])=[O:30])[C:2]1[CH:7]=[CH:6][CH:5]=[CH:4][CH:3]=1. The yield is 0.790. (6) The reactants are [N+:1]([C:4]1[CH:10]=[CH:9][CH:8]=[C:7]([N+:11]([O-:13])=[O:12])[C:5]=1N)([O-:3])=[O:2].[I:14]CI. No catalyst specified. The product is [I:14][C:5]1[C:4]([N+:1]([O-:3])=[O:2])=[CH:10][CH:9]=[CH:8][C:7]=1[N+:11]([O-:13])=[O:12]. The yield is 0.520.